Dataset: Catalyst prediction with 721,799 reactions and 888 catalyst types from USPTO. Task: Predict which catalyst facilitates the given reaction. (1) Reactant: [C:1]([C:5]1[CH:9]=[C:8]([NH:10][C:11]([C@@H:13]2[CH2:17][CH2:16][CH2:15][NH:14]2)=[O:12])[O:7][N:6]=1)([CH3:4])([CH3:3])[CH3:2].Cl.[N:19]1([C:25](Cl)=[O:26])[CH2:24][CH2:23][O:22][CH2:21][CH2:20]1.C(N(CC)C(C)C)(C)C. Product: [C:1]([C:5]1[CH:9]=[C:8]([NH:10][C:11]([C@@H:13]2[CH2:17][CH2:16][CH2:15][N:14]2[C:25]([N:19]2[CH2:24][CH2:23][O:22][CH2:21][CH2:20]2)=[O:26])=[O:12])[O:7][N:6]=1)([CH3:4])([CH3:2])[CH3:3]. The catalyst class is: 35. (2) Reactant: [Br:1][C:2]1C=[CH:9][CH:8]=[C:7]2[C:3]=1[CH2:4][CH2:5]C2OC.[CH2:13]1[CH2:17][O:16][CH2:15][CH2:14]1.[Li]CCCC.CN(C=O)C.[BH4-].[Na+].C1(P(C2C=CC=CC=2)C2C=CC=CC=2)C=CC=CC=1.BrN1C(=O)CCC1=O. Product: [Br:1][CH2:2][C:3]1[CH:4]=[CH:5][CH:14]=[C:13]2[C:7]=1[CH2:8][CH2:9][CH:17]2[O:16][CH3:15]. The catalyst class is: 6.